Dataset: Full USPTO retrosynthesis dataset with 1.9M reactions from patents (1976-2016). Task: Predict the reactants needed to synthesize the given product. Given the product [CH3:1][O:2][C:3]([C@@H:5]1[C@@H:9]([CH2:10][C:11]2[CH:12]=[CH:13][C:14]([Cl:17])=[CH:15][CH:16]=2)[CH2:8][N:7]([C:27](=[O:29])[CH3:28])[CH2:6]1)=[O:4], predict the reactants needed to synthesize it. The reactants are: [CH3:1][O:2][C:3]([C@@H:5]1[C@@H:9]([CH2:10][C:11]2[CH:16]=[CH:15][C:14]([Cl:17])=[CH:13][CH:12]=2)[CH2:8][NH:7][CH2:6]1)=[O:4].CCN(C(C)C)C(C)C.[C:27](Cl)(=[O:29])[CH3:28].